Task: Binary Classification. Given a miRNA mature sequence and a target amino acid sequence, predict their likelihood of interaction.. Dataset: Experimentally validated miRNA-target interactions with 360,000+ pairs, plus equal number of negative samples (1) Result: 1 (interaction). The protein sequence of the target gene is MPSLWDRFSSSSSSSSSSRTPAADRPPRSAWGSAAREEGLDRCASLESSDCESLDSSNSGFGPEEDSSYLDGVSLPDFELLSDPEDEHLCANLMQLLQESLSQARLGSRRPARLLMPSQLVSQVGKELLRLAYSEPCGLRGALLDVCVEQGKSCHSVAQLALDPSLVPTFQLTLVLRLDSRLWPKIQGLLSSANSSLVPGYSQSLTLSTGFRVIKKKLYSSEQLLIEEC. The miRNA is mmu-miR-30e-5p with sequence UGUAAACAUCCUUGACUGGAAG. (2) The miRNA is mmu-miR-670-5p with sequence AUCCCUGAGUGUAUGUGGUGAA. The protein sequence of the target gene is MAGSRGAGRTAAPSVRPEKRRSEPELEPEPEPEPPLLCTSPLSHSTGSDSGVSDSEESVFSGLEDSGSDSSEDDDEGDEEGEDGALDDEGHSGIKKTTEEQVQASTPCPRTEMASARIGDEYAEDSSDEEDIRNTVGNVPLEWYDDFPHVGYDLDGRRIYKPLRTRDELDQFLDKMDDPDYWRTVQDPMTGRDLRLTDEQVALVRRLQSGQFGDVGFNPYEPAVDFFSGDVMIHPVTNRPADKRSFIPSLVEKEKVSRMVHAIKMGWIQPRRPRDPTPSFYDLWAQEDPNAVLGRHKMHV.... Result: 0 (no interaction). (3) The miRNA is mmu-miR-3470a with sequence UCACUUUGUAGACCAGGCUGG. The protein sequence of the target gene is MRSLRFISAEALVSHSQLVQENLDNIAYNLYPLLFKASYLLEQADVTRALLSHWPLEEFRLAVLLRPNTDHPEDLRDRACKACLEACMQGIADHVLKSGSNRLRVADFTGIQDVQVQQCPCGRALGRWGRTKVLARTCCQLQGQPCSAGHPIEVFADLFVTEGNFDMVVQALKPLGPAPLQVCCPSLRADSLSPGQLLQVLGLAGPGNLRKLEVVHNVRLHAGHVQQLLTQVGFPQLTSLTLPTKAFDAPPTCAPDPEGEDLLLTSIAWELSQMNQLTELSVAFSTLTGKIQTLLSPLKT.... Result: 1 (interaction). (4) The protein sequence of the target gene is MENSQLCKLFIGGLNVQTSESGLRGHFEAFGTLTDCVVVVNPQTKRSRCFGFVTYSNVEEADAAMAASPHAVDGNTVELKRAVSREDSARPGAHAKVKKLFVGGLKGDVAEGDLIEHFSQFGTVEKAEIIADKQSGKKRGFGFVYFQNHDAADKAAVVKFHPIQGHRVEVKKAVPKEDIYSGGGGGGSRSSRGGRGGRGRGGGRDQNGLSKGGGGGYNSYGGYGGGGGGGYNAYGGGGGGSSYGGSDYGNGFGGFGSYSQHQSSYGPMKSGGGGGGGGSSWGGRSNSGPYRGGYGGGGGY.... Result: 1 (interaction). The miRNA is hsa-miR-3616-5p with sequence AUGAAGUGCACUCAUGAUAUGU. (5) Result: 0 (no interaction). The miRNA is mmu-miR-3092-3p with sequence GAAUGGGGCUGUUUCCCCUCC. The protein sequence of the target gene is MAAAAKPNNLSLVVHGPGDLRLENYPIPEPGPNEVLLRMHSVGICGSDVHYWEYGRIGNFIVKKPMVLGHEASGTVEKVGSSVKHLKPGDRVAIEPGAPRENDEFCKMGRYNLSPSIFFCATPPDDGNLCRFYKHNAAFCYKLPDNVTFEEGALIEPLSVGIHACRRGGVTLGHKVLVCGAGPIGMVTLLVAKAMGAAQVVVTDLSATRLSKAKEIGADLVLQISKESPQEIARKVEGQLGCKPEVTIECTGAEASIQAGIYATRSGGNLVLVGLGSEMTTVPLLHAAIREVDIKGVFRY....